This data is from Full USPTO retrosynthesis dataset with 1.9M reactions from patents (1976-2016). The task is: Predict the reactants needed to synthesize the given product. (1) Given the product [C:28]([OH:35])(=[O:34])/[CH:29]=[CH:30]/[C:31]([OH:33])=[O:32].[Cl:1][C:2]1[CH:9]=[CH:8][C:5]([C:6]#[N:7])=[C:4]([O:10][C:11]2[CH:16]=[CH:15][CH:14]=[C:13]([CH2:17][NH:25][CH3:24])[C:12]=2[O:19][CH2:20][CH3:21])[CH:3]=1, predict the reactants needed to synthesize it. The reactants are: [Cl:1][C:2]1[CH:9]=[CH:8][C:5]([C:6]#[N:7])=[C:4]([O:10][C:11]2[CH:16]=[CH:15][CH:14]=[C:13]([CH:17]=O)[C:12]=2[O:19][CH2:20][CH3:21])[CH:3]=1.CN.[C:24]([BH3-])#[N:25].[Na+].[C:28]([OH:35])(=[O:34])/[CH:29]=[CH:30]/[C:31]([OH:33])=[O:32]. (2) Given the product [CH:18]1[C:13]([CH:3]2[O:4][C:5]3[CH:6]=[C:7]([OH:12])[CH:8]=[C:9]([OH:11])[C:10]=3[CH2:1][CH:2]2[OH:22])=[CH:14][C:15]([OH:21])=[C:16]([OH:20])[CH:17]=1, predict the reactants needed to synthesize it. The reactants are: [CH2:1]1[C:10]2[C:5](=[CH:6][C:7]([OH:12])=[CH:8][C:9]=2[OH:11])[O:4][C@H:3]([C:13]2[CH:18]=[C:17](O)[C:16]([OH:20])=[C:15]([OH:21])[CH:14]=2)[C@@H:2]1[O:22]C(C1C=C(O)C(O)=C(O)C=1)=O.N[C@H](C(=O)O)CC[S+](C)C[C@H]1O[C@@H](N2C3N=CN=C(N)C=3N=C2)[C@H](O)[C@@H]1O.